From a dataset of Reaction yield outcomes from USPTO patents with 853,638 reactions. Predict the reaction yield, written as a fraction of the theoretical maximum amount of product (1.0 means a 100% yield; for example, 0.34 means a 34% yield). (1) The reactants are [CH2:1]([O:3][C:4](=[O:26])[CH:5]([N:9]([CH:23]1[CH2:25][CH2:24]1)[C:10](=O)[C:11]1[CH:16]=[CH:15][C:14]([O:17][C:18]([F:21])([F:20])[F:19])=[CH:13][CH:12]=1)[C:6](=O)[CH3:7])[CH3:2].FC(F)(F)C([O-])=O.[NH4+:34]. The catalyst is CO. The product is [CH2:1]([O:3][C:4]([C:5]1[N:9]([CH:23]2[CH2:25][CH2:24]2)[C:10]([C:11]2[CH:16]=[CH:15][C:14]([O:17][C:18]([F:21])([F:20])[F:19])=[CH:13][CH:12]=2)=[N:34][C:6]=1[CH3:7])=[O:26])[CH3:2]. The yield is 0.730. (2) The reactants are NC1(C2C=CC(C3OC4C(=O)N(C)C=CC=4C=3C3C=CC=CC=3)=CC=2)CCC1.[OH:29][CH2:30][CH2:31][CH2:32][N:33]1[CH:38]=[CH:37][C:36]2[C:39]([C:60]3[CH:65]=[CH:64][CH:63]=[CH:62][CH:61]=3)=[C:40]([C:42]3[CH:47]=[CH:46][C:45]([C:48]4([NH:52]C(=O)OC(C)(C)C)[CH2:51][CH2:50][CH2:49]4)=[CH:44][CH:43]=3)[O:41][C:35]=2[C:34]1=[O:66]. No catalyst specified. The product is [NH2:52][C:48]1([C:45]2[CH:44]=[CH:43][C:42]([C:40]3[O:41][C:35]4[C:34](=[O:66])[N:33]([CH2:32][CH2:31][CH2:30][OH:29])[CH:38]=[CH:37][C:36]=4[C:39]=3[C:60]3[CH:65]=[CH:64][CH:63]=[CH:62][CH:61]=3)=[CH:47][CH:46]=2)[CH2:49][CH2:50][CH2:51]1. The yield is 0.430. (3) The product is [NH2:16][C:15]1[C:10]2[N:11]([C:7]([S:6][CH2:5][C:4]([OH:26])=[O:3])=[N:8][C:9]=2[C:17]2[NH:18][C:19]3[C:24]([CH:25]=2)=[CH:23][CH:22]=[CH:21][CH:20]=3)[CH:12]=[CH:13][N:14]=1. The reactants are C([O:3][C:4](=[O:26])[CH2:5][S:6][C:7]1[N:11]2[CH:12]=[CH:13][N:14]=[C:15]([NH2:16])[C:10]2=[C:9]([C:17]2[NH:18][C:19]3[C:24]([CH:25]=2)=[CH:23][CH:22]=[CH:21][CH:20]=3)[N:8]=1)C.Cl. No catalyst specified. The yield is 0.900. (4) The reactants are Cl.[F:2][C:3]([F:24])([F:23])[C:4]1[CH:22]=[CH:21][CH:20]=[CH:19][C:5]=1[CH:6]([O:14][CH:15]1[CH2:18][NH:17][CH2:16]1)[C:7]1[CH:12]=[CH:11][C:10]([F:13])=[CH:9][CH:8]=1.C(=O)([O-])[O-].[C:29]12([N:39]=[C:40]=[O:41])[CH2:38][CH:33]3[CH2:34][CH:35]([CH2:37][CH:31]([CH2:32]3)[CH2:30]1)[CH2:36]2. The catalyst is C(Cl)Cl. The product is [F:24][C:3]([F:2])([F:23])[C:4]1[CH:22]=[CH:21][CH:20]=[CH:19][C:5]=1[CH:6]([O:14][CH:15]1[CH2:18][N:17]([C:40]([NH:39][C:29]23[CH2:38][CH:33]4[CH2:32][CH:31]([CH2:37][CH:35]([CH2:34]4)[CH2:36]2)[CH2:30]3)=[O:41])[CH2:16]1)[C:7]1[CH:12]=[CH:11][C:10]([F:13])=[CH:9][CH:8]=1. The yield is 0.920. (5) The reactants are [CH3:1][O:2][C:3]([C@@:5]1([NH:10]C(OC(C)(C)C)=O)[CH2:7][C@H:6]1[CH:8]=[CH2:9])=[O:4].[ClH:18].CO. The catalyst is O1CCOCC1. The product is [ClH:18].[CH3:1][O:2][C:3]([C@@:5]1([NH2:10])[CH2:7][C@H:6]1[CH:8]=[CH2:9])=[O:4]. The yield is 0.760. (6) The reactants are [CH2:1]([N:3]1[C:11]2[C:6](=[CH:7][CH:8]=[C:9]([O:12][CH3:13])[CH:10]=2)[C:5]([C:14](=O)[CH3:15])=[CH:4]1)[CH3:2].C([N:19]1[C:27]2C(=CC=C(OC)C=2)C=C1)C.COC(OC)[N:33](C)C.O.NN. The catalyst is N1CCCC1. The product is [CH2:1]([N:3]1[C:11]2[C:6](=[CH:7][CH:8]=[C:9]([O:12][CH3:13])[CH:10]=2)[C:5]([C:14]2[NH:33][N:19]=[CH:27][CH:15]=2)=[CH:4]1)[CH3:2]. The yield is 0.540.